This data is from Full USPTO retrosynthesis dataset with 1.9M reactions from patents (1976-2016). The task is: Predict the reactants needed to synthesize the given product. (1) The reactants are: Cl[C:2]1[C:7]([N+:8]([O-])=O)=[CH:6][C:5]([CH3:11])=[CH:4][N:3]=1.[C:12]1([NH:18][C:19](=O)[CH3:20])[CH:17]=[CH:16][CH:15]=[CH:14][CH:13]=1. Given the product [CH3:20][C:19]1[N:18]([C:12]2[CH:17]=[CH:16][CH:15]=[CH:14][CH:13]=2)[C:2]2=[N:3][CH:4]=[C:5]([CH3:11])[CH:6]=[C:7]2[N:8]=1, predict the reactants needed to synthesize it. (2) Given the product [CH3:1][O:2][C:3]([C:5]1[S:6][C:7]([C:26]#[C:27][C:28]([CH3:31])([CH3:30])[CH3:29])=[CH:8][C:9]=1[N:10]1[C@H:15]([CH:16]2[CH2:21][CH2:20][CH2:19][CH2:18][CH2:17]2)[CH2:14][O:13][C@H:12]([CH2:22][C@H:23]([OH:24])[CH3:32])[C:11]1=[O:25])=[O:4].[CH3:1][O:2][C:3]([C:5]1[S:6][C:7]([C:26]#[C:27][C:28]([CH3:31])([CH3:30])[CH3:29])=[CH:8][C:9]=1[N:10]1[C@H:15]([CH:16]2[CH2:21][CH2:20][CH2:19][CH2:18][CH2:17]2)[CH2:14][O:13][C@H:12]([CH2:22][C@@H:23]([OH:24])[CH3:32])[C:11]1=[O:25])=[O:4], predict the reactants needed to synthesize it. The reactants are: [CH3:1][O:2][C:3]([C:5]1[S:6][C:7]([C:26]#[C:27][C:28]([CH3:31])([CH3:30])[CH3:29])=[CH:8][C:9]=1[N:10]1[C@H:15]([CH:16]2[CH2:21][CH2:20][CH2:19][CH2:18][CH2:17]2)[CH2:14][O:13][C@H:12]([CH2:22][CH:23]=[O:24])[C:11]1=[O:25])=[O:4].[CH3:32][Mg+].[Br-]. (3) Given the product [I:1][C:2]1[CH:3]=[CH:4][C:5]([C:8]2[CH:16]=[CH:15][CH:14]=[CH:13][C:9]=2[C:10]#[N:12])=[CH:6][CH:7]=1, predict the reactants needed to synthesize it. The reactants are: [I:1][C:2]1[CH:7]=[CH:6][C:5]([C:8]2[CH:16]=[CH:15][CH:14]=[CH:13][C:9]=2[C:10]([NH2:12])=O)=[CH:4][CH:3]=1.C(#N)C.C(N(CC)CC)C.FC(F)(F)C(OC(=O)C(F)(F)F)=O. (4) Given the product [Cl:11][C:10]1[C:2]([OH:21])=[CH:3][C:4]([O:12][CH3:13])=[C:5]([CH:9]=1)[C:6]([OH:8])=[O:7], predict the reactants needed to synthesize it. The reactants are: N[C:2]1[C:10]([Cl:11])=[CH:9][C:5]([C:6]([OH:8])=[O:7])=[C:4]([O:12][CH3:13])[CH:3]=1.F[B-](F)(F)F.[H+].N([O-])=[O:21].[Na+]. (5) The reactants are: [CH3:1][O:2][C:3]1[CH:8]=[CH:7][C:6]([C:9]2[O:10][C:11]3[C:12](=[C:14]([C:18]([OH:20])=O)[CH:15]=[CH:16][CH:17]=3)[N:13]=2)=[CH:5][CH:4]=1.Cl.Cl.[NH2:23][CH:24]1[CH:29]2[CH2:30][CH2:31][N:26]([CH2:27][CH2:28]2)[CH2:25]1. Given the product [N:26]12[CH2:31][CH2:30][CH:29]([CH2:28][CH2:27]1)[CH:24]([NH:23][C:18]([C:14]1[CH:15]=[CH:16][CH:17]=[C:11]3[O:10][C:9]([C:6]4[CH:5]=[CH:4][C:3]([O:2][CH3:1])=[CH:8][CH:7]=4)=[N:13][C:12]=13)=[O:20])[CH2:25]2, predict the reactants needed to synthesize it. (6) Given the product [OH:1][C:2]1[CH:3]=[N:4][C:5]2[C:10]([C:11]=1[C:12]([O:14][CH3:16])=[O:13])=[CH:9][CH:8]=[CH:7][CH:6]=2, predict the reactants needed to synthesize it. The reactants are: [OH:1][C:2]1[CH:3]=[N:4][C:5]2[C:10]([C:11]=1[C:12]([OH:14])=[O:13])=[CH:9][CH:8]=[CH:7][CH:6]=2.Cl.[CH3:16]N(C)CCCN=C=NCC.CO. (7) Given the product [F:17][C:14]1([F:18])[CH2:15][CH2:16][N:11]([CH2:10][C:9]2[CH:8]=[C:7]([N:22]([C:31]([O:33][C:34]([CH3:37])([CH3:36])[CH3:35])=[O:32])[NH:23][C:24]([O:26][C:27]([CH3:28])([CH3:29])[CH3:30])=[O:25])[CH:21]=[CH:20][CH:19]=2)[CH2:12][CH2:13]1, predict the reactants needed to synthesize it. The reactants are: C([Li])CCC.Br[C:7]1[CH:8]=[C:9]([CH:19]=[CH:20][CH:21]=1)[CH2:10][N:11]1[CH2:16][CH2:15][C:14]([F:18])([F:17])[CH2:13][CH2:12]1.[N:22]([C:31]([O:33][C:34]([CH3:37])([CH3:36])[CH3:35])=[O:32])=[N:23][C:24]([O:26][C:27]([CH3:30])([CH3:29])[CH3:28])=[O:25].